This data is from NCI-60 drug combinations with 297,098 pairs across 59 cell lines. The task is: Regression. Given two drug SMILES strings and cell line genomic features, predict the synergy score measuring deviation from expected non-interaction effect. (1) Drug 1: CC12CCC3C(C1CCC2=O)CC(=C)C4=CC(=O)C=CC34C. Drug 2: C(CCl)NC(=O)N(CCCl)N=O. Cell line: SK-MEL-2. Synergy scores: CSS=48.9, Synergy_ZIP=-0.0696, Synergy_Bliss=-0.520, Synergy_Loewe=0.395, Synergy_HSA=-0.534. (2) Synergy scores: CSS=29.8, Synergy_ZIP=-2.35, Synergy_Bliss=-4.59, Synergy_Loewe=-18.2, Synergy_HSA=-3.69. Drug 1: CCCS(=O)(=O)NC1=C(C(=C(C=C1)F)C(=O)C2=CNC3=C2C=C(C=N3)C4=CC=C(C=C4)Cl)F. Cell line: U251. Drug 2: C1=CC(=CC=C1CCC2=CNC3=C2C(=O)NC(=N3)N)C(=O)NC(CCC(=O)O)C(=O)O.